From a dataset of Experimentally validated miRNA-target interactions with 360,000+ pairs, plus equal number of negative samples. Binary Classification. Given a miRNA mature sequence and a target amino acid sequence, predict their likelihood of interaction. (1) The miRNA is mmu-miR-883b-5p with sequence UACUGAGAAUGGGUAGCAGUCA. The protein sequence of the target gene is MLAARLSRPLSQLPGKALSVRDRENGTRHTLLFYPASFSPDTRRTYASQADAASGKAILITGCDSGFGFSLAKHLHSKGFLVFAGCLMKDKGDAGVKELDSLKSDRLRTIQLNVCNSEEVEKAVETIRSGLKDPEKGMWGLVNNAGISTFGEVEFTSMETYKEVAEVNLWGTVRTTKSFLPLLRRAKGRVVNISSMLGRMANPARSPYCITKFGIEAFSDCLRYEMHPLGVKVSVVEPGNFIAATSLYSPERIQAIAKKMWDDLPEVVRKDYGRKYFDEKIAKMETYCNSGSTDTSSVIN.... Result: 0 (no interaction). (2) The miRNA is hsa-miR-5692a with sequence CAAAUAAUACCACAGUGGGUGU. The protein sequence of the target gene is MYDRAPRWLDCANRGSTEEHVGPGTYQVPFPKQQATGCYAPFLSLSSKTSACVVSSDAGQAVPGPAHYNVSQAQYNIRGGRSLQNREKRFKKLISDGPGPGSYNWPYLGTLCITTRQKTPRTPAVSRNIDIPSIPSSGKSHGYHLNDDDTIMRRTPPPSDNTIGPAYYNPQFDYPKASLKYKGVNFGNATGRQEFLKYSGPGPGQYDIIQKRKLHCENINIKREQEHNYYTYVPRLYEAIILQEEKKGVPGPGKYNIKSEFDMIKSMSALVNSPSFIFFSETERFEPIKSCTPAPGTYNE.... Result: 0 (no interaction). (3) The miRNA is hsa-miR-3146 with sequence CAUGCUAGGAUAGAAAGAAUGG. The protein sequence of the target gene is MNECHYDKRMDFFYNRSNTDTADEWTGTKLVIVLCVGTFFCLFIFFSNSLVIAAVITNRKFHFPFYYLLANLAAADFFAGIAYVFLMFNTGPVSKTLTVNRWFLRQGLLDTSLTASLANLLVIAVERHMSIMRMRVHSNLTKKRVTLLILLVWAIAIFMGAVPTLGWNCLCNISACSSLAPIYSRSYLIFWTVSNLLAFFIMVAVYVRIYMYVKRKTNVLSPHTSGSISRRRAPMKLMKTVMTVLGAFVVCWTPGLVVLLLDGLNCKQCNVQHVKRWFLLLALLNSVMNPIIYSYKDEDM.... Result: 0 (no interaction). (4) The miRNA is hsa-miR-4778-3p with sequence UCUUCUUCCUUUGCAGAGUUGA. The protein sequence of the target gene is MAASASAAAGEEDWVLPSEVEVLESIYLDELQVIKGNGRTSPWEIYITLHPATAEDQDSQYVCFTLVLQVPAEYPHEVPQISIRNPRGLSDEQIHTILQVLGHVAKAGLGTAMLYELIEKGKEILTDNNIPHGQCVICLYGFQEKEAFTKTPCYHYFHCHCLARYIQHMEQELKAQGQEQEQERQHATTKQKAVGVQCPVCREPLVYDLASLKAAPEPQQPMELYQPSAESLRQQEERKRLYQRQQERGGIIDLEAERNRYFISLQQPPAPAEPESAVDVSKGSQPPSTLAAELSTSPAV.... Result: 0 (no interaction).